This data is from Catalyst prediction with 721,799 reactions and 888 catalyst types from USPTO. The task is: Predict which catalyst facilitates the given reaction. (1) Reactant: O[CH:2]([C:4]1[O:8][N:7]=[C:6]([C:9]2[CH:14]=[CH:13][CH:12]=[CH:11][N:10]=2)[CH:5]=1)[CH3:3].C(Br)(Br)(Br)[Br:16]. Product: [Br:16][CH:2]([C:4]1[O:8][N:7]=[C:6]([C:9]2[CH:14]=[CH:13][CH:12]=[CH:11][N:10]=2)[CH:5]=1)[CH3:3]. The catalyst class is: 4. (2) Product: [O:21]=[C:19]([N:48]1[CH2:49][CH2:50][N:45]([C:51](=[O:52])[C:53]2[CH:58]=[CH:57][CH:56]=[CH:55][C:54]=2[C:59]([F:62])([F:60])[F:61])[CH2:46][CH2:47]1)[CH2:18][NH:17][C:15]([C:11]1[O:10][CH:14]=[CH:13][CH:12]=1)=[O:16]. Reactant: CCN(C(C)C)C(C)C.[O:10]1[CH:14]=[CH:13][CH:12]=[C:11]1[C:15]([NH:17][CH2:18][C:19]([OH:21])=O)=[O:16].C1C=CC2N(O)N=NC=2C=1.CCN=C=NCCCN(C)C.Cl.Cl.[N:45]1([C:51]([C:53]2[CH:58]=[CH:57][CH:56]=[CH:55][C:54]=2[C:59]([F:62])([F:61])[F:60])=[O:52])[CH2:50][CH2:49][NH:48][CH2:47][CH2:46]1. The catalyst class is: 18. (3) Reactant: C(O)(=O)C.[NH2:5][CH2:6][C@@H:7]([C:16]1[CH:25]=[CH:24][C:23]([OH:26])=[C:22]2[C:17]=1[CH:18]=[CH:19][C:20](=[O:27])[NH:21]2)[O:8][Si:9]([C:12]([CH3:15])([CH3:14])[CH3:13])([CH3:11])[CH3:10].[CH3:28][O:29][C:30]1[CH:31]=[C:32]([NH:36][C:37]2[C:46]3[C:41](=[C:42]([CH3:68])[CH:43]=[C:44]([S:47]([C:50]4[CH:55]=[CH:54][CH:53]=[C:52]([C:56](=[O:67])[NH:57][CH2:58][CH2:59][CH2:60][CH2:61][CH2:62][CH2:63][CH2:64][CH:65]=O)[CH:51]=4)(=[O:49])=[O:48])[CH:45]=3)[N:40]=[CH:39][C:38]=2[C:69]([NH2:71])=[O:70])[CH:33]=[CH:34][CH:35]=1.[BH-](OC(C)=O)(OC(C)=O)OC(C)=O.[Na+].C([O-])(O)=O.[Na+]. Product: [Si:9]([O:8][C@H:7]([C:16]1[CH:25]=[CH:24][C:23]([OH:26])=[C:22]2[C:17]=1[CH:18]=[CH:19][C:20](=[O:27])[NH:21]2)[CH2:6][NH:5][CH2:65][CH2:64][CH2:63][CH2:62][CH2:61][CH2:60][CH2:59][CH2:58][NH:57][C:56]([C:52]1[CH:51]=[C:50]([S:47]([C:44]2[CH:45]=[C:46]3[C:41](=[C:42]([CH3:68])[CH:43]=2)[N:40]=[CH:39][C:38]([C:69]([NH2:71])=[O:70])=[C:37]3[NH:36][C:32]2[CH:33]=[CH:34][CH:35]=[C:30]([O:29][CH3:28])[CH:31]=2)(=[O:48])=[O:49])[CH:55]=[CH:54][CH:53]=1)=[O:67])([C:12]([CH3:15])([CH3:14])[CH3:13])([CH3:11])[CH3:10]. The catalyst class is: 3. (4) Reactant: [CH3:1][C:2]1[N:3]=[C:4]([NH2:7])[S:5][CH:6]=1.Cl[C:9]1[CH:14]=[C:13]([O:15][CH:16]2[CH2:21][CH2:20][CH2:19][N:18]([C:22]([O:24][C:25]([CH3:28])([CH3:27])[CH3:26])=[O:23])[CH2:17]2)[CH:12]=[CH:11][N:10]=1.P([O-])([O-])([O-])=O.[K+].[K+].[K+].C1(P(C2C=CC=CC=2)C2C3OC4C(=CC=CC=4P(C4C=CC=CC=4)C4C=CC=CC=4)C(C)(C)C=3C=CC=2)C=CC=CC=1. Product: [CH3:1][C:2]1[N:3]=[C:4]([NH:7][C:9]2[CH:14]=[C:13]([O:15][CH:16]3[CH2:21][CH2:20][CH2:19][N:18]([C:22]([O:24][C:25]([CH3:28])([CH3:27])[CH3:26])=[O:23])[CH2:17]3)[CH:12]=[CH:11][N:10]=2)[S:5][CH:6]=1. The catalyst class is: 491. (5) Reactant: C(OC(=O)[NH:7][CH2:8][C:9]([C:12]1[NH:13][C:14]([C:29]2[CH:34]=[CH:33][N:32]=[CH:31][CH:30]=2)=[C:15]([C:17]2[CH:18]=[C:19]3[C:23](=[CH:24][CH:25]=2)[C:22](=NOC)[CH2:21][CH2:20]3)[N:16]=1)([CH3:11])[CH3:10])(C)(C)C.Cl.[O:37]1CCOCC1. Product: [NH2:7][CH2:8][C:9]([C:12]1[NH:13][C:14]([C:29]2[CH:34]=[CH:33][N:32]=[CH:31][CH:30]=2)=[C:15]([C:17]2[CH:18]=[C:22]3[C:23](=[CH:24][CH:25]=2)[C:19](=[O:37])[CH2:20][CH2:21]3)[N:16]=1)([CH3:11])[CH3:10]. The catalyst class is: 21. (6) Reactant: [CH2:1]([N:5]1[C:13]2[C:12](=[O:14])[NH:11][C:10](=[O:15])[N:9]([CH3:16])[C:8]=2[N:7]=[C:6]1[S:17][CH:18]([CH2:24][CH3:25])[C:19](OCC)=[O:20])[CH2:2][CH2:3][CH3:4].[NH3:26]. Product: [CH2:1]([N:5]1[C:13]2[C:12](=[O:14])[NH:11][C:10](=[O:15])[N:9]([CH3:16])[C:8]=2[N:7]=[C:6]1[S:17][CH:18]([CH2:24][CH3:25])[C:19]([NH2:26])=[O:20])[CH2:2][CH2:3][CH3:4]. The catalyst class is: 5. (7) Reactant: C([O:5][C:6]([N:8]1[CH2:15][CH:14]2[N:16]([CH2:17][C:18]3[NH:19][C:20]([C:36]4[S:37][CH:38]=[CH:39][N:40]=4)=[N:21][C@@H:22]([C:28]4[CH:33]=[CH:32][C:31]([F:34])=[CH:30][C:29]=4[Cl:35])[C:23]=3[C:24]([O:26][CH3:27])=[O:25])[CH:10]([CH2:11][O:12][CH2:13]2)[CH2:9]1)=O)(C)(C)C.[C:41](O)(C(F)(F)F)=O.C(=O)(O)[O-].[Na+]. Product: [CH3:27][O:26][C:24]([C:23]1[C@H:22]([C:28]2[CH:33]=[CH:32][C:31]([F:34])=[CH:30][C:29]=2[Cl:35])[N:21]=[C:20]([C:36]2[S:37][CH:38]=[CH:39][N:40]=2)[NH:19][C:18]=1[CH2:17][N:16]1[CH:14]2[CH2:15][N:8]([C:6](=[O:5])[CH3:41])[CH2:9][CH:10]1[CH2:11][O:12][CH2:13]2)=[O:25]. The catalyst class is: 2. (8) Reactant: CC(O)(C)C.[CH:6]1([CH:9]=[O:10])[CH2:8][CH2:7]1.[N+:11]([CH3:14])([O-:13])=[O:12].CC([O-])(C)C.[K+]. Product: [CH:6]1([CH:9]([OH:10])[CH2:14][N+:11]([O-:13])=[O:12])[CH2:8][CH2:7]1. The catalyst class is: 598. (9) Reactant: FC(F)(F)C(O)=O.[CH3:8][O:9][C:10]1[CH:11]=[C:12]2[C:17](=[CH:18][C:19]=1[O:20][CH3:21])[N:16]=[CH:15][N:14]=[C:13]2[N:22]1[CH2:27][CH2:26][NH:25][CH:24]([C:28]2[CH:33]=[CH:32][CH:31]=[CH:30][CH:29]=2)[CH2:23]1. Product: [CH3:8][O:9][C:10]1[CH:11]=[C:12]2[C:17](=[CH:18][C:19]=1[O:20][CH3:21])[N:16]=[CH:15][N:14]=[C:13]2[N:22]1[CH2:27][CH2:26][NH:25][CH:24]([C:28]2[CH:33]=[CH:32][CH:31]=[CH:30][CH:29]=2)[CH2:23]1. The catalyst class is: 2.